This data is from Reaction yield outcomes from USPTO patents with 853,638 reactions. The task is: Predict the reaction yield, written as a fraction of the theoretical maximum amount of product (1.0 means a 100% yield; for example, 0.34 means a 34% yield). (1) The reactants are [OH:1][C:2]1[C:7]([CH3:8])=[CH:6][C:5]([C:9](=[O:11])[CH3:10])=[C:4]([O:12][CH3:13])[CH:3]=1.[CH2:14]([O:16][C:17](=[O:22])[C:18](Br)([CH3:20])[CH3:19])[CH3:15].C(=O)([O-])[O-].[Cs+].[Cs+].[I-].[K+].Cl.[Cl-].[Na+].O.O. The catalyst is C(#N)C. The product is [CH2:14]([O:16][C:17](=[O:22])[C:18]([O:1][C:2]1[CH:3]=[C:4]([O:12][CH3:13])[C:5]([C:9](=[O:11])[CH3:10])=[CH:6][C:7]=1[CH3:8])([CH3:20])[CH3:19])[CH3:15]. The yield is 0.660. (2) The reactants are Cl[C:2]1[N:7]2[N:8]=[C:9]([C:14]3[CH:19]=[CH:18][C:17]([F:20])=[CH:16][CH:15]=3)[C:10]([C:11](=[O:13])[CH3:12])=[C:6]2[CH:5]=[CH:4][CH:3]=1.C(=O)([O-])[O-].[Cs+].[Cs+].[CH:27]1([NH2:32])[CH2:31][CH2:30][CH2:29][CH2:28]1.CCOCC. The catalyst is C1(C)C=CC=CC=1.C([O-])(=O)C.[Pd+2].C([O-])(=O)C.C1C=CC(P(C2C(C3C(P(C4C=CC=CC=4)C4C=CC=CC=4)=CC=C4C=3C=CC=C4)=C3C(C=CC=C3)=CC=2)C2C=CC=CC=2)=CC=1. The product is [CH:27]1([NH:32][C:2]2[N:7]3[N:8]=[C:9]([C:14]4[CH:19]=[CH:18][C:17]([F:20])=[CH:16][CH:15]=4)[C:10]([C:11](=[O:13])[CH3:12])=[C:6]3[CH:5]=[CH:4][CH:3]=2)[CH2:31][CH2:30][CH2:29][CH2:28]1. The yield is 0.950. (3) The product is [F:17][C:18]1[CH:23]=[C:22]([N+:24]([O-:26])=[O:25])[CH:21]=[CH:20][C:19]=1[O:27][C:2]1[CH:7]=[CH:6][N:5]=[C:4]2[CH:8]=[CH:9][S:10][C:3]=12. The reactants are Cl[C:2]1[CH:7]=[CH:6][N:5]=[C:4]2[CH:8]=[CH:9][S:10][C:3]=12.C(=O)([O-])[O-].[K+].[K+].[F:17][C:18]1[CH:23]=[C:22]([N+:24]([O-:26])=[O:25])[CH:21]=[CH:20][C:19]=1[OH:27]. The catalyst is C1(OC2C=CC=CC=2)C=CC=CC=1.CCOC(C)=O. The yield is 0.760. (4) The reactants are Br[C:2]1[C:3]([C:8]([O:10][CH3:11])=[O:9])=[N:4][CH:5]=[N:6][CH:7]=1.[C:12]1(B(O)O)[CH:17]=[CH:16][CH:15]=[CH:14][CH:13]=1.C([O-])([O-])=O.[Na+].[Na+]. The catalyst is C1(C)C=CC=CC=1.C1C=CC([P]([Pd]([P](C2C=CC=CC=2)(C2C=CC=CC=2)C2C=CC=CC=2)([P](C2C=CC=CC=2)(C2C=CC=CC=2)C2C=CC=CC=2)[P](C2C=CC=CC=2)(C2C=CC=CC=2)C2C=CC=CC=2)(C2C=CC=CC=2)C2C=CC=CC=2)=CC=1. The product is [C:12]1([C:2]2[C:3]([C:8]([O:10][CH3:11])=[O:9])=[N:4][CH:5]=[N:6][CH:7]=2)[CH:17]=[CH:16][CH:15]=[CH:14][CH:13]=1. The yield is 0.454. (5) The reactants are [F:1][C:2]1[C:10]2[CH:9]=[C:8]([CH2:11][O:12][C:13]3[CH:21]=[CH:20][CH:19]=[C:15]([C:16]([OH:18])=O)[C:14]=3[C:22](O)=[O:23])[S:7][C:6]=2[CH:5]=[CH:4][CH:3]=1.Cl.[NH2:26][CH:27]1[CH2:33][CH2:32][C:31](=[O:34])[NH:30][C:28]1=[O:29]. The catalyst is N1C=CC=CC=1. The product is [O:29]=[C:28]1[CH:27]([N:26]2[C:22](=[O:23])[C:14]3[C:15](=[CH:19][CH:20]=[CH:21][C:13]=3[O:12][CH2:11][C:8]3[S:7][C:6]4[CH:5]=[CH:4][CH:3]=[C:2]([F:1])[C:10]=4[CH:9]=3)[C:16]2=[O:18])[CH2:33][CH2:32][C:31](=[O:34])[NH:30]1. The yield is 0.440. (6) The reactants are [F:1][C:2]1[CH:11]=[C:10]2[C:5]([CH:6]=[CH:7][NH:8][C:9]2=[O:12])=[CH:4][CH:3]=1.CS(O)(=O)=O.[CH3:18][OH:19]. No catalyst specified. The product is [F:1][C:2]1[CH:11]=[C:10]2[C:5]([C:6]([O:19][CH3:18])=[CH:7][NH:8][C:9]2=[O:12])=[CH:4][CH:3]=1. The yield is 0.840.